From a dataset of Full USPTO retrosynthesis dataset with 1.9M reactions from patents (1976-2016). Predict the reactants needed to synthesize the given product. (1) Given the product [NH2:12][CH2:11][C@@H:10]([NH:9][C:7]([C:6]1[CH:5]=[C:4]([C:34]2[N:38]([CH3:39])[N:37]=[CH:36][CH:35]=2)[N:3]([CH3:40])[C:2]=1[Cl:1])=[O:8])[CH2:23][C:24]1[CH:29]=[CH:28][CH:27]=[CH:26][C:25]=1[C:30]([F:33])([F:32])[F:31], predict the reactants needed to synthesize it. The reactants are: [Cl:1][C:2]1[N:3]([CH3:40])[C:4]([C:34]2[N:38]([CH3:39])[N:37]=[CH:36][CH:35]=2)=[CH:5][C:6]=1[C:7]([NH:9][C@@H:10]([CH2:23][C:24]1[CH:29]=[CH:28][CH:27]=[CH:26][C:25]=1[C:30]([F:33])([F:32])[F:31])[CH2:11][N:12]1C(=O)C2C(=CC=CC=2)C1=O)=[O:8].NN. (2) Given the product [F:1][C:2]1[CH:11]=[CH:10][C:9]([O:12][CH2:13][CH2:14][CH3:15])=[C:8]2[C:3]=1[C:4](=[O:25])[C:5]([C:16]1[CH:17]=[CH:18][C:19]([C:20]([N:26]3[CH2:31][CH2:30][O:29][CH2:28][CH2:27]3)=[O:21])=[CH:23][CH:24]=1)=[CH:6][NH:7]2, predict the reactants needed to synthesize it. The reactants are: [F:1][C:2]1[CH:11]=[CH:10][C:9]([O:12][CH2:13][CH2:14][CH3:15])=[C:8]2[C:3]=1[C:4](=[O:25])[C:5]([C:16]1[CH:24]=[CH:23][C:19]([C:20](O)=[O:21])=[CH:18][CH:17]=1)=[CH:6][NH:7]2.[NH:26]1[CH2:31][CH2:30][O:29][CH2:28][CH2:27]1.CCN=C=NCCCN(C)C.C1C=CC2N(O)N=NC=2C=1. (3) Given the product [Si:1]([O:8][C:9]1[CH:10]=[CH:11][C:12]([CH3:19])=[C:13]([CH2:14][OH:15])[CH:18]=1)([C:4]([CH3:7])([CH3:6])[CH3:5])([CH3:2])[CH3:3], predict the reactants needed to synthesize it. The reactants are: [Si:1]([O:8][C:9]1[CH:10]=[CH:11][C:12]([CH3:19])=[C:13]([CH:18]=1)[C:14](OC)=[O:15])([C:4]([CH3:7])([CH3:6])[CH3:5])([CH3:3])[CH3:2].[H-].C([Al+]CC(C)C)C(C)C.CCCCCC. (4) The reactants are: Br[C:2]1[CH:3]=[C:4]([C:15]#[N:16])[CH:5]=[C:6]2[C:10]=1[NH:9][C:8]([C:11]([NH2:13])=[O:12])=[C:7]2[CH3:14].[F:17][C:18]([F:29])([F:28])[C:19]1[CH:24]=[CH:23][C:22](B(O)O)=[CH:21][CH:20]=1. Given the product [C:15]([C:4]1[CH:5]=[C:6]2[C:10](=[C:2]([C:22]3[CH:23]=[CH:24][C:19]([C:18]([F:29])([F:28])[F:17])=[CH:20][CH:21]=3)[CH:3]=1)[NH:9][C:8]([C:11]([NH2:13])=[O:12])=[C:7]2[CH3:14])#[N:16], predict the reactants needed to synthesize it.